From a dataset of Forward reaction prediction with 1.9M reactions from USPTO patents (1976-2016). Predict the product of the given reaction. (1) Given the reactants [O:1]1[C:5]2[CH:6]=[CH:7][CH:8]=[CH:9][C:4]=2[N:3]=[C:2]1[NH:10][C:11]1[CH:16]=[CH:15][C:14]([NH:17][C:18]2[C:23]([N+:24]([O-])=O)=[CH:22][CH:21]=[CH:20][N:19]=2)=[CH:13][CH:12]=1, predict the reaction product. The product is: [O:1]1[C:5]2[CH:6]=[CH:7][CH:8]=[CH:9][C:4]=2[N:3]=[C:2]1[NH:10][C:11]1[CH:12]=[CH:13][C:14]([NH:17][C:18]2[C:23]([NH2:24])=[CH:22][CH:21]=[CH:20][N:19]=2)=[CH:15][CH:16]=1. (2) Given the reactants [CH3:1][Si:2]([CH3:22])([CH3:21])[CH2:3][CH2:4][O:5][CH2:6][N:7]1[CH:11]=[CH:10][C:9]([NH:12][C:13]2[N:18]=[C:17]([CH2:19]O)[CH:16]=[N:15][CH:14]=2)=[N:8]1.C(N(CC)C(C)C)(C)C.CS(Cl)(=O)=O.[O:37]1[CH2:42][CH2:41][CH2:40][CH2:39][CH:38]1[O:43][CH:44]1[CH2:50][NH:49][CH2:48][CH2:47][NH:46][CH2:45]1, predict the reaction product. The product is: [O:37]1[CH2:42][CH2:41][CH2:40][CH2:39][CH:38]1[O:43][CH:44]1[CH2:50][N:49]([CH2:19][C:17]2[N:18]=[C:13]([NH:12][C:9]3[CH:10]=[CH:11][N:7]([CH2:6][O:5][CH2:4][CH2:3][Si:2]([CH3:22])([CH3:21])[CH3:1])[N:8]=3)[CH:14]=[N:15][CH:16]=2)[CH2:48][CH2:47][NH:46][CH2:45]1. (3) Given the reactants [NH2:1][C:2]1[CH:9]=[C:8]([O:10][C:11]2[CH:12]=[C:13]3[C:17](=[CH:18][CH:19]=2)[NH:16][CH:15]=[CH:14]3)[C:5]([C:6]#[N:7])=[CH:4][N:3]=1.[H-].[Na+].[CH2:22]([NH:25][C:26](=O)[O:27]C1C=CC=CC=1)CC.[Cl-].[NH4+], predict the reaction product. The product is: [CH3:22][NH:25][C:26]([N:16]1[C:17]2[C:13](=[CH:12][C:11]([O:10][C:8]3[C:5]([C:6]#[N:7])=[CH:4][N:3]=[C:2]([NH2:1])[CH:9]=3)=[CH:19][CH:18]=2)[CH:14]=[CH:15]1)=[O:27]. (4) The product is: [F:48][C:2]([F:47])([F:1])[S:3]([O:6][C:7]1[C:8]([CH3:46])([CH3:45])[C@H:9]2[C@:22]([CH3:25])([CH2:23][CH:24]=1)[C@@H:21]1[C@:12]([CH3:44])([C@@:13]3([CH3:43])[C@H:18]([CH2:19][CH2:20]1)[C@H:17]1[C@H:26]([C:29]([CH3:31])=[CH2:30])[CH2:27][CH2:28][C@:16]1([CH:62]=[O:71])[CH2:15][CH2:14]3)[CH2:11][CH2:10]2)(=[O:4])=[O:5]. Given the reactants [F:1][C:2]([F:48])([F:47])[S:3]([O:6][C:7]1[C:8]([CH3:46])([CH3:45])[C@H:9]2[C@:22]([CH3:25])([CH2:23][CH:24]=1)[C@@H:21]1[C@:12]([CH3:44])([C@@:13]3([CH3:43])[C@H:18]([CH2:19][CH2:20]1)[C@H:17]1[C@H:26]([C:29]([CH3:31])=[CH2:30])[CH2:27][CH2:28][C@:16]1(NCCN1CCS(=O)(=O)CC1)[CH2:15][CH2:14]3)[CH2:11][CH2:10]2)(=[O:5])=[O:4].C[C@]12[C@@]3(C)[C@@H]([C@]4(C)[C@@H](CC3)C(C)(C)[C:62](=[O:71])CC4)CCC1[C@H]1[C@H](C(C)=C)CC[C@]1(C=O)CC2, predict the reaction product. (5) The product is: [F:46][C:42]1[CH:41]=[C:40]([C:29]2[N:28]=[C:27]([O:26][CH:11]3[CH2:10][CH:9]4[CH:13]([C:14](=[O:25])[N:15]([CH3:24])[CH2:16][CH2:17][CH2:18][CH2:19][CH:20]=[CH:21][CH:22]5[C:6]([C:4]([OH:5])=[O:3])([NH:7][C:8]4=[O:47])[CH2:23]5)[CH2:12]3)[C:36]3[C:31](=[C:32]([CH3:39])[C:33]([O:37][CH3:38])=[CH:34][CH:35]=3)[N:30]=2)[CH:45]=[CH:44][CH:43]=1. Given the reactants C([O:3][C:4]([C:6]12[CH2:23][CH:22]1[CH:21]=[CH:20][CH2:19][CH2:18][CH2:17][CH2:16][N:15]([CH3:24])[C:14](=[O:25])[CH:13]1[CH:9]([CH2:10][CH:11]([O:26][C:27]3[C:36]4[C:31](=[C:32]([CH3:39])[C:33]([O:37][CH3:38])=[CH:34][CH:35]=4)[N:30]=[C:29]([C:40]4[CH:45]=[CH:44][CH:43]=[C:42]([F:46])[CH:41]=4)[N:28]=3)[CH2:12]1)[C:8](=[O:47])[NH:7]2)=[O:5])C.[Li+].[OH-], predict the reaction product. (6) Given the reactants [OH:1][CH2:2][C@H:3]([NH:5][C:6](=[O:18])[C:7]1[CH:12]=[CH:11][C:10]([N+:13]([O-:15])=[O:14])=[C:9]([O:16][CH3:17])[CH:8]=1)[CH3:4].CN(C)C.[CH3:23][S:24](Cl)(=[O:26])=[O:25], predict the reaction product. The product is: [CH3:23][S:24]([O:1][CH2:2][C@H:3]([NH:5][C:6](=[O:18])[C:7]1[CH:12]=[CH:11][C:10]([N+:13]([O-:15])=[O:14])=[C:9]([O:16][CH3:17])[CH:8]=1)[CH3:4])(=[O:26])=[O:25]. (7) Given the reactants Br[CH2:2][CH2:3][CH2:4][CH2:5][O:6][C:7]1[CH:16]=[C:15]2[C:10]([CH:11]=[CH:12][C:13](=[O:17])[NH:14]2)=[CH:9][CH:8]=1.[Na+].[I-].Cl.[CH2:21]([O:23][C:24]1[CH:29]=[CH:28][CH:27]=[CH:26][C:25]=1[N:30]1[CH2:36][CH2:35][CH2:34][NH:33][CH2:32][CH2:31]1)[CH3:22].C([O-])([O-])=O.[K+].[K+], predict the reaction product. The product is: [CH2:21]([O:23][C:24]1[CH:29]=[CH:28][CH:27]=[CH:26][C:25]=1[N:30]1[CH2:36][CH2:35][CH2:34][N:33]([CH2:2][CH2:3][CH2:4][CH2:5][O:6][C:7]2[CH:16]=[C:15]3[C:10]([CH:11]=[CH:12][C:13](=[O:17])[NH:14]3)=[CH:9][CH:8]=2)[CH2:32][CH2:31]1)[CH3:22]. (8) Given the reactants CO.O.NN.[O:6]=[C:7]1[N:11]([C:12]2[CH:17]=[CH:16][C:15]([N:18]3[CH2:23][CH2:22][O:21][CH2:20][C:19]3=[O:24])=[CH:14][CH:13]=2)[CH2:10][CH:9]([CH2:25][N:26]2C(=O)C3C(=CC=CC=3)C2=O)[O:8]1, predict the reaction product. The product is: [NH2:26][CH2:25][C@@H:9]1[O:8][C:7](=[O:6])[N:11]([C:12]2[CH:17]=[CH:16][C:15]([N:18]3[CH2:23][CH2:22][O:21][CH2:20][C:19]3=[O:24])=[CH:14][CH:13]=2)[CH2:10]1. (9) Given the reactants [NH2:1][C:2]1[C:3]([C:20]2[O:24][C:23]([NH:25][C:26]([C@@H:28]3[C@H:33]4C[C@H:30]([CH2:31][CH2:32]4)[NH:29]3)=[O:27])=[N:22][N:21]=2)=[N:4][C:5]([C:8]2[CH:13]=[CH:12][C:11]([S:14]([CH:17]([CH3:19])[CH3:18])(=[O:16])=[O:15])=[CH:10][CH:9]=2)=[CH:6][N:7]=1.NC1C(C2OC(NC([C@@H]3CCCN3)=O)=NN=2)=NC(C2C=CC(S(C(C)C)(=O)=O)=CC=2)=CN=1, predict the reaction product. The product is: [NH2:1][C:2]1[C:3]([C:20]2[O:24][C:23]([NH:25][C:26]([CH:28]3[CH2:33][CH2:32][CH2:31][CH2:30][NH:29]3)=[O:27])=[N:22][N:21]=2)=[N:4][C:5]([C:8]2[CH:13]=[CH:12][C:11]([S:14]([CH:17]([CH3:18])[CH3:19])(=[O:15])=[O:16])=[CH:10][CH:9]=2)=[CH:6][N:7]=1. (10) Given the reactants [Br:1][C:2]1[CH:8]=[CH:7][C:5]([NH2:6])=[CH:4][CH:3]=1.[CH:9]1([CH:12]=O)[CH2:11][CH2:10]1.[CH:14](/[NH:17][C:18](=[O:24])[O:19][C:20]([CH3:23])([CH3:22])[CH3:21])=[CH:15]\[CH3:16].P([O-])(OC1C=CC=CC=1)(OC1C=CC=CC=1)=O, predict the reaction product. The product is: [Br:1][C:2]1[CH:8]=[C:7]2[C:5](=[CH:4][CH:3]=1)[NH:6][C@@H:12]([CH:9]1[CH2:10][CH2:11]1)[C@H:15]([CH3:16])[C@H:14]2[NH:17][C:18](=[O:24])[O:19][C:20]([CH3:23])([CH3:22])[CH3:21].